From a dataset of Catalyst prediction with 721,799 reactions and 888 catalyst types from USPTO. Predict which catalyst facilitates the given reaction. (1) Reactant: [N+:1]([C:4]1[CH:5]=[C:6]([C:14]2[CH:19]=[CH:18][CH:17]=[CH:16][CH:15]=2)[CH:7]=[C:8]([N+:11]([O-])=O)[C:9]=1[NH2:10])([O-])=O. Product: [C:6]1([C:14]2[CH:19]=[CH:18][CH:17]=[CH:16][CH:15]=2)[CH:7]=[C:8]([NH2:11])[C:9]([NH2:10])=[C:4]([NH2:1])[CH:5]=1. The catalyst class is: 791. (2) Reactant: Cl[C:2]1[N:7]=[CH:6][C:5]([C:8]([OH:10])=[O:9])=[CH:4][N:3]=1.[NH:11]1[CH:15]=[N:14][CH:13]=[N:12]1.C(=O)([O-])[O-].[K+].[K+].Cl. Product: [N:11]1([C:2]2[N:7]=[CH:6][C:5]([C:8]([OH:10])=[O:9])=[CH:4][N:3]=2)[CH:15]=[N:14][CH:13]=[N:12]1. The catalyst class is: 9.